Dataset: Full USPTO retrosynthesis dataset with 1.9M reactions from patents (1976-2016). Task: Predict the reactants needed to synthesize the given product. (1) Given the product [CH3:32][O:35][C:27](=[O:28])[C:3]1[C:4]([CH2:9][NH:10][C:11]([C:13]2([C:29]#[N:30])[CH:14]=[CH:15][C:16]([C:19]3[CH:24]=[CH:23][CH:22]=[CH:21][CH:20]=3)=[CH:17][CH2:18]2)=[O:12])=[CH:5][N:6]=[C:7]([CH3:8])[C:2]=1[OH:1], predict the reactants needed to synthesize it. The reactants are: [OH:1][C:2]1[C:3]([CH2:27][OH:28])=[C:4]([CH2:9][NH:10][C:11]([C:13]2[CH:18]=[CH:17][C:16]([C:19]3[CH:24]=[CH:23][C:22](C#N)=[CH:21][CH:20]=3)=[CH:15][CH:14]=2)=[O:12])[CH:5]=[N:6][C:7]=1[CH3:8].[C-:29]#[N:30].[K+].[C:32]([OH:35])(=O)C. (2) The reactants are: [CH3:1][O:2][C:3]1[CH:4]=[C:5]2[C:10](=[CH:11][CH:12]=1)[C:9]([CH2:13][C:14]1[CH:19]=[CH:18][C:17]([O:20][CH2:21][CH2:22][N:23]3[CH2:28][CH2:27][CH2:26][CH2:25][CH2:24]3)=[CH:16][CH:15]=1)=[C:8](OS(C(F)(F)F)(=O)=O)[CH:7]=[CH:6]2.[F:37][C:38]1[CH:39]=[C:40](B(O)O)[CH:41]=[CH:42][CH:43]=1.[F-].[Cs+]. Given the product [F:37][C:38]1[CH:43]=[C:42]([C:8]2[CH:7]=[CH:6][C:5]3[C:10](=[CH:11][CH:12]=[C:3]([O:2][CH3:1])[CH:4]=3)[C:9]=2[CH2:13][C:14]2[CH:19]=[CH:18][C:17]([O:20][CH2:21][CH2:22][N:23]3[CH2:28][CH2:27][CH2:26][CH2:25][CH2:24]3)=[CH:16][CH:15]=2)[CH:41]=[CH:40][CH:39]=1, predict the reactants needed to synthesize it.